This data is from Forward reaction prediction with 1.9M reactions from USPTO patents (1976-2016). The task is: Predict the product of the given reaction. (1) Given the reactants [CH3:1][C:2]([O:5][C:6]([NH:8][CH:9]([C:13]([OH:15])=O)[CH2:10][CH:11]=[CH2:12])=[O:7])([CH3:4])[CH3:3].C1CCC(NC2CCCCC2)CC1.CN(C(ON1N=NC2C=CC=NC1=2)=[N+](C)C)C.[B-](F)(F)(F)F.CCN(C(C)C)C(C)C.[CH2:60]([NH:63][CH2:64][C:65]1[CH:70]=[CH:69][C:68]([O:71][CH3:72])=[CH:67][C:66]=1[O:73][CH3:74])[CH:61]=[CH2:62], predict the reaction product. The product is: [C:2]([O:5][C:6](=[O:7])[NH:8][C@@H:9]([C:13](=[O:15])[N:63]([CH2:60][CH:61]=[CH2:62])[CH2:64][C:65]1[CH:70]=[CH:69][C:68]([O:71][CH3:72])=[CH:67][C:66]=1[O:73][CH3:74])[CH2:10][CH:11]=[CH2:12])([CH3:1])([CH3:3])[CH3:4]. (2) Given the reactants [N+:1]([C:4]1[CH:11]=[CH:10][C:7]([CH:8]=[CH2:9])=[CH:6][CH:5]=1)([O-])=O.[OH-].[Na+], predict the reaction product. The product is: [CH:8]([C:7]1[CH:10]=[CH:11][C:4]([N:1]=[N:1][C:4]2[CH:11]=[CH:10][C:7]([CH:8]=[CH2:9])=[CH:6][CH:5]=2)=[CH:5][CH:6]=1)=[CH2:9]. (3) Given the reactants C(N(CC)CC)C.FC(F)(F)C(O)=O.[CH2:15]([N:18]1[C:26]2[C:21](=[N:22][C:23]([N:28]3[CH:32]=[C:31]4[CH2:33][NH:34][CH2:35][C:30]4=[N:29]3)=[C:24]([Cl:27])[CH:25]=2)[N:20]=[C:19]1[O:36][C@@H:37]1[CH2:41][O:40][C@@H:39]2[C@H:42]([O:45][Si:46]([C:49]([CH3:52])([CH3:51])[CH3:50])([CH3:48])[CH3:47])[CH2:43][O:44][C@H:38]12)[CH:16]=[CH2:17].[CH3:53][S:54](Cl)(=[O:56])=[O:55], predict the reaction product. The product is: [CH2:15]([N:18]1[C:26]2[C:21](=[N:22][C:23]([N:28]3[CH:32]=[C:31]4[CH2:33][N:34]([S:54]([CH3:53])(=[O:56])=[O:55])[CH2:35][C:30]4=[N:29]3)=[C:24]([Cl:27])[CH:25]=2)[N:20]=[C:19]1[O:36][C@@H:37]1[CH2:41][O:40][C@@H:39]2[C@H:42]([O:45][Si:46]([C:49]([CH3:52])([CH3:51])[CH3:50])([CH3:47])[CH3:48])[CH2:43][O:44][C@H:38]12)[CH:16]=[CH2:17]. (4) Given the reactants [CH2:1]([CH:3]([CH2:20][CH3:21])[C:4]([NH:6][C:7]1[CH:12]=[CH:11][C:10]([N:13]2[CH2:18][CH2:17][NH:16][CH2:15][CH2:14]2)=[C:9]([F:19])[CH:8]=1)=[O:5])[CH3:2].[Si]([C:26]#[N:27])(C)(C)C.II.[O:30]1[CH:34]=[CH:33][CH:32]=[C:31]1[CH:35]=O, predict the reaction product. The product is: [C:26]([CH:35]([C:31]1[O:30][CH:34]=[CH:33][CH:32]=1)[N:16]1[CH2:15][CH2:14][N:13]([C:10]2[CH:11]=[CH:12][C:7]([NH:6][C:4](=[O:5])[CH:3]([CH2:1][CH3:2])[CH2:20][CH3:21])=[CH:8][C:9]=2[F:19])[CH2:18][CH2:17]1)#[N:27]. (5) Given the reactants [Br:1][C:2]1[C:6]2[CH2:7][N:8]([C:11](OC(C)(C)C)=[O:12])[CH2:9][CH2:10][C:5]=2[N:4]([CH2:18][CH:19]2[CH2:21][CH2:20]2)[N:3]=1.F[C:23](F)(F)C(O)=O.C(OC(=O)C)(=O)C, predict the reaction product. The product is: [Br:1][C:2]1[C:6]2[CH2:7][N:8]([C:11](=[O:12])[CH3:23])[CH2:9][CH2:10][C:5]=2[N:4]([CH2:18][CH:19]2[CH2:21][CH2:20]2)[N:3]=1. (6) Given the reactants [CH:1]([C:4]1[CH:13]=[CH:12][C:7]2[N:8]=[C:9]([NH2:11])[S:10][C:6]=2[CH:5]=1)([CH3:3])[CH3:2].[NH2:14][C:15]1[CH:16]=[C:17]([CH:27]=[CH:28][C:29]=1[NH:30][CH3:31])[C:18]([NH:20][CH2:21][C:22](=[O:26])[N:23]([CH3:25])[CH3:24])=[O:19].[CH2:32](Cl)CCl, predict the reaction product. The product is: [CH3:24][N:23]([CH3:25])[C:22]([CH2:21][NH:20][C:18]([C:17]1[CH:27]=[CH:28][C:29]2[N:30]([CH3:32])[C:31]([NH:11][C:9]3[S:10][C:6]4[CH:5]=[C:4]([CH:1]([CH3:3])[CH3:2])[CH:13]=[CH:12][C:7]=4[N:8]=3)=[N:14][C:15]=2[CH:16]=1)=[O:19])=[O:26].